This data is from NCI-60 drug combinations with 297,098 pairs across 59 cell lines. The task is: Regression. Given two drug SMILES strings and cell line genomic features, predict the synergy score measuring deviation from expected non-interaction effect. (1) Drug 1: C1=C(C(=O)NC(=O)N1)N(CCCl)CCCl. Drug 2: CCC1=C2CN3C(=CC4=C(C3=O)COC(=O)C4(CC)O)C2=NC5=C1C=C(C=C5)O. Cell line: IGROV1. Synergy scores: CSS=40.2, Synergy_ZIP=-6.82, Synergy_Bliss=-5.32, Synergy_Loewe=0.227, Synergy_HSA=1.74. (2) Drug 1: C1CCC(C1)C(CC#N)N2C=C(C=N2)C3=C4C=CNC4=NC=N3. Drug 2: CC1=C2C(C(=O)C3(C(CC4C(C3C(C(C2(C)C)(CC1OC(=O)C(C(C5=CC=CC=C5)NC(=O)C6=CC=CC=C6)O)O)OC(=O)C7=CC=CC=C7)(CO4)OC(=O)C)O)C)OC(=O)C. Cell line: OVCAR-5. Synergy scores: CSS=21.3, Synergy_ZIP=3.04, Synergy_Bliss=3.99, Synergy_Loewe=-47.8, Synergy_HSA=0.892. (3) Drug 1: C1CN1P(=S)(N2CC2)N3CC3. Drug 2: C1=CN(C(=O)N=C1N)C2C(C(C(O2)CO)O)O.Cl. Cell line: SK-MEL-28. Synergy scores: CSS=30.8, Synergy_ZIP=-8.71, Synergy_Bliss=-5.42, Synergy_Loewe=-38.8, Synergy_HSA=-1.68. (4) Drug 1: CC1=C2C(C(=O)C3(C(CC4C(C3C(C(C2(C)C)(CC1OC(=O)C(C(C5=CC=CC=C5)NC(=O)OC(C)(C)C)O)O)OC(=O)C6=CC=CC=C6)(CO4)OC(=O)C)O)C)O. Drug 2: C1CC(=O)NC(=O)C1N2C(=O)C3=CC=CC=C3C2=O. Cell line: M14. Synergy scores: CSS=13.7, Synergy_ZIP=-1.31, Synergy_Bliss=-3.71, Synergy_Loewe=7.48, Synergy_HSA=-5.06. (5) Drug 1: C1CN1P(=S)(N2CC2)N3CC3. Drug 2: CS(=O)(=O)OCCCCOS(=O)(=O)C. Cell line: MDA-MB-435. Synergy scores: CSS=7.70, Synergy_ZIP=-1.04, Synergy_Bliss=2.30, Synergy_Loewe=-0.128, Synergy_HSA=1.08. (6) Synergy scores: CSS=-0.608, Synergy_ZIP=-2.89, Synergy_Bliss=-8.17, Synergy_Loewe=-8.33, Synergy_HSA=-7.18. Cell line: UACC-257. Drug 1: CC1OCC2C(O1)C(C(C(O2)OC3C4COC(=O)C4C(C5=CC6=C(C=C35)OCO6)C7=CC(=C(C(=C7)OC)O)OC)O)O. Drug 2: CN(C(=O)NC(C=O)C(C(C(CO)O)O)O)N=O. (7) Drug 1: CC(CN1CC(=O)NC(=O)C1)N2CC(=O)NC(=O)C2. Drug 2: C1CNP(=O)(OC1)N(CCCl)CCCl. Cell line: K-562. Synergy scores: CSS=28.3, Synergy_ZIP=-9.37, Synergy_Bliss=-7.71, Synergy_Loewe=-12.5, Synergy_HSA=-7.22. (8) Drug 1: C1CCC(C1)C(CC#N)N2C=C(C=N2)C3=C4C=CNC4=NC=N3. Drug 2: CCCCCOC(=O)NC1=NC(=O)N(C=C1F)C2C(C(C(O2)C)O)O. Cell line: NCI-H460. Synergy scores: CSS=-1.60, Synergy_ZIP=1.32, Synergy_Bliss=0.581, Synergy_Loewe=0.600, Synergy_HSA=0.483.